This data is from Peptide-MHC class II binding affinity with 134,281 pairs from IEDB. The task is: Regression. Given a peptide amino acid sequence and an MHC pseudo amino acid sequence, predict their binding affinity value. This is MHC class II binding data. (1) The peptide sequence is AAHHPLRMVLRQKII. The MHC is DRB1_0101 with pseudo-sequence DRB1_0101. The binding affinity (normalized) is 0.497. (2) The peptide sequence is YDKFLANVSTVLSGK. The MHC is DRB1_0701 with pseudo-sequence DRB1_0701. The binding affinity (normalized) is 0.782. (3) The peptide sequence is YDKFLANVNTVLTGK. The MHC is DRB1_1101 with pseudo-sequence DRB1_1101. The binding affinity (normalized) is 0.469. (4) The peptide sequence is EITGIMKDLDEPGHL. The MHC is HLA-DQA10101-DQB10501 with pseudo-sequence HLA-DQA10101-DQB10501. The binding affinity (normalized) is 0. (5) The peptide sequence is NVFDEVIPTAFTVGK. The MHC is DRB1_0404 with pseudo-sequence DRB1_0404. The binding affinity (normalized) is 0.227. (6) The peptide sequence is TSSDDQITLIKTPSL. The MHC is DRB1_0401 with pseudo-sequence DRB1_0401. The binding affinity (normalized) is 0.934. (7) The peptide sequence is AAESSSKAALTSKLD. The MHC is HLA-DQA10104-DQB10503 with pseudo-sequence HLA-DQA10104-DQB10503. The binding affinity (normalized) is 0.185.